This data is from NCI-60 drug combinations with 297,098 pairs across 59 cell lines. The task is: Regression. Given two drug SMILES strings and cell line genomic features, predict the synergy score measuring deviation from expected non-interaction effect. Drug 1: CNC(=O)C1=CC=CC=C1SC2=CC3=C(C=C2)C(=NN3)C=CC4=CC=CC=N4. Drug 2: CCC1(CC2CC(C3=C(CCN(C2)C1)C4=CC=CC=C4N3)(C5=C(C=C6C(=C5)C78CCN9C7C(C=CC9)(C(C(C8N6C=O)(C(=O)OC)O)OC(=O)C)CC)OC)C(=O)OC)O.OS(=O)(=O)O. Cell line: OVCAR-8. Synergy scores: CSS=0.614, Synergy_ZIP=-0.773, Synergy_Bliss=0.667, Synergy_Loewe=-6.59, Synergy_HSA=-1.49.